Dataset: Catalyst prediction with 721,799 reactions and 888 catalyst types from USPTO. Task: Predict which catalyst facilitates the given reaction. Reactant: [OH:1][CH2:2][CH2:3][C:4]1[CH:5]=[C:6]([CH:29]=[CH:30][CH:31]=1)[O:7][CH2:8][CH2:9][N:10]1[CH2:28][CH2:27][C:13]2([O:18][CH2:17][CH2:16][N:15]([C:19]([C:21]3[N:22]=[C:23]([CH3:26])[S:24][CH:25]=3)=[O:20])[CH2:14]2)[CH2:12][CH2:11]1.FC(F)(F)C(O)=O.CC(OI1(OC(C)=O)(OC(C)=O)OC(=O)C2C=CC=CC1=2)=O. Product: [CH3:26][C:23]1[S:24][CH:25]=[C:21]([C:19]([N:15]2[CH2:14][C:13]3([CH2:27][CH2:28][N:10]([CH2:9][CH2:8][O:7][C:6]4[CH:5]=[C:4]([CH2:3][CH:2]=[O:1])[CH:31]=[CH:30][CH:29]=4)[CH2:11][CH2:12]3)[O:18][CH2:17][CH2:16]2)=[O:20])[N:22]=1. The catalyst class is: 2.